From a dataset of Forward reaction prediction with 1.9M reactions from USPTO patents (1976-2016). Predict the product of the given reaction. (1) Given the reactants [Br:1][C:2]1[CH:3]=[C:4]([CH2:19]O)[CH:5]=[C:6]([O:8][C:9]2[CH:14]=[CH:13][C:12]([C:15]([F:18])([F:17])[F:16])=[CH:11][N:10]=2)[CH:7]=1.S(Cl)([Cl:23])=O.O, predict the reaction product. The product is: [Br:1][C:2]1[CH:7]=[C:6]([CH:5]=[C:4]([CH2:19][Cl:23])[CH:3]=1)[O:8][C:9]1[CH:14]=[CH:13][C:12]([C:15]([F:18])([F:17])[F:16])=[CH:11][N:10]=1. (2) Given the reactants [OH:1][C:2]1[CH:7]=[CH:6][CH:5]=[CH:4][C:3]=1[C:8]1[N:12]=[C:11]([C:13]2[CH:18]=[CH:17][CH:16]=[CH:15][C:14]=2[OH:19])N(C2C=CC(C(O)=O)=CC=2)N=1.C(N)(=O)C1C(=CC=CC=1)[OH:32].C(Cl)(=O)C1C(=CC=CC=1)O, predict the reaction product. The product is: [OH:1][C:2]1[CH:7]=[CH:6][CH:5]=[CH:4][C:3]=1[C:8]1[O:19][C:14]2[CH:15]=[CH:16][CH:17]=[CH:18][C:13]=2[C:11](=[O:32])[N:12]=1.